Task: Predict which catalyst facilitates the given reaction.. Dataset: Catalyst prediction with 721,799 reactions and 888 catalyst types from USPTO (1) Reactant: [CH2:1]([O:3][C:4]([CH:6]1[CH2:11][CH2:10][CH:9]([O:12][Si:13]([C:26]([CH3:29])([CH3:28])[CH3:27])([C:20]2[CH:25]=[CH:24][CH:23]=[CH:22][CH:21]=2)[C:14]2[CH:19]=[CH:18][CH:17]=[CH:16][CH:15]=2)[CH2:8][CH2:7]1)=[O:5])[CH3:2].[CH:30]([N-:33]C(C)C)(C)[CH3:31].[Li+].CCCCCCC.C1COCC1.C(C1C=CC=CC=1)C.BrCC#N.Cl. Product: [CH2:1]([O:3][C:4]([C:6]1([CH2:31][C:30]#[N:33])[CH2:11][CH2:10][CH:9]([O:12][Si:13]([C:26]([CH3:28])([CH3:27])[CH3:29])([C:14]2[CH:19]=[CH:18][CH:17]=[CH:16][CH:15]=2)[C:20]2[CH:21]=[CH:22][CH:23]=[CH:24][CH:25]=2)[CH2:8][CH2:7]1)=[O:5])[CH3:2]. The catalyst class is: 56. (2) Reactant: C(OC([NH:8][C@@H:9]1[CH:14]=[CH:13][C@@H:12]([CH2:15][O:16][Si:17]([C:20]([CH3:23])([CH3:22])[CH3:21])([CH3:19])[CH3:18])[O:11][CH2:10]1)=O)(C)(C)C.FC(F)(F)S(O[Si](C(C)(C)C)(C)C)(=O)=O.N1C(C)=CC=CC=1C.[Cl-].[NH4+]. Product: [NH2:8][C@@H:9]1[CH:14]=[CH:13][C@@H:12]([CH2:15][O:16][Si:17]([C:20]([CH3:23])([CH3:22])[CH3:21])([CH3:18])[CH3:19])[O:11][CH2:10]1. The catalyst class is: 4. (3) The catalyst class is: 16. Reactant: I(C1C=CC=CC=1C(O)=O)(=O)=O.[N:13]1([C:22]2[CH:27]=[CH:26][N:25]=[C:24]([NH:28][C@H:29]3[CH2:34][CH2:33][C@H:32]([CH2:35][OH:36])[CH2:31][CH2:30]3)[N:23]=2)[C:17]2[CH:18]=[CH:19][CH:20]=[CH:21][C:16]=2[N:15]=[N:14]1.O.CCOC(C)=O. Product: [N:13]1([C:22]2[CH:27]=[CH:26][N:25]=[C:24]([NH:28][CH:29]3[CH2:30][CH2:31][CH:32]([CH:35]=[O:36])[CH2:33][CH2:34]3)[N:23]=2)[C:17]2[CH:18]=[CH:19][CH:20]=[CH:21][C:16]=2[N:15]=[N:14]1.